From a dataset of Full USPTO retrosynthesis dataset with 1.9M reactions from patents (1976-2016). Predict the reactants needed to synthesize the given product. (1) Given the product [Cl:54][C:55]1[CH:56]=[C:57]([CH:63]([C:78]([F:81])([F:80])[F:79])/[CH:64]=[CH:65]/[C:66]2[CH:74]=[CH:73][C:69]([C:70]([NH:2][CH2:3][C:4](=[O:5])[NH:6][CH2:7][C:8]([F:11])([F:10])[F:9])=[O:71])=[C:68]([N+:75]([O-:77])=[O:76])[CH:67]=2)[CH:58]=[C:59]([Cl:62])[C:60]=1[F:61], predict the reactants needed to synthesize it. The reactants are: Cl.[NH2:2][CH2:3][C:4]([NH:6][CH2:7][C:8]([F:11])([F:10])[F:9])=[O:5].C1CN([P+](ON2N=NC3C=CC=CC2=3)(N2CCCC2)N2CCCC2)CC1.F[P-](F)(F)(F)(F)F.CCN(C(C)C)C(C)C.[Cl:54][C:55]1[CH:56]=[C:57]([CH:63]([C:78]([F:81])([F:80])[F:79])/[CH:64]=[CH:65]/[C:66]2[CH:74]=[CH:73][C:69]([C:70](O)=[O:71])=[C:68]([N+:75]([O-:77])=[O:76])[CH:67]=2)[CH:58]=[C:59]([Cl:62])[C:60]=1[F:61]. (2) Given the product [C:12]([O:16][C:17]([N:19]1[CH2:23][CH2:22][CH2:21][CH:20]1[C:24](=[O:42])[CH:25]([CH2:34][CH2:35][C:36]1[CH:37]=[CH:38][CH:39]=[CH:40][CH:41]=1)[CH2:26][CH2:27][C:28]1[CH:33]=[CH:32][CH:31]=[CH:30][CH:29]=1)=[O:18])([CH3:15])([CH3:13])[CH3:14], predict the reactants needed to synthesize it. The reactants are: [Cr](Cl)([O-])(=O)=O.[NH+]1C=CC=CC=1.[C:12]([O:16][C:17]([N:19]1[CH2:23][CH2:22][CH2:21][CH:20]1[CH:24]([OH:42])[CH:25]([CH2:34][CH2:35][C:36]1[CH:41]=[CH:40][CH:39]=[CH:38][CH:37]=1)[CH2:26][CH2:27][C:28]1[CH:33]=[CH:32][CH:31]=[CH:30][CH:29]=1)=[O:18])([CH3:15])([CH3:14])[CH3:13]. (3) Given the product [Br:11][C:7]1[N:6]=[C:5]([C:3]([OH:4])=[O:2])[CH:10]=[CH:9][CH:8]=1, predict the reactants needed to synthesize it. The reactants are: C[O:2][C:3]([C:5]1[CH:10]=[CH:9][CH:8]=[C:7]([Br:11])[N:6]=1)=[O:4].O[Li].O. (4) Given the product [CH:2]1([N:8]2[CH2:13][CH2:12][N:11]([CH:14]([C:17]3[CH:22]=[CH:21][C:20]([O:23][CH3:24])=[CH:19][CH:18]=3)[CH2:15][NH:16][C:63](=[O:64])[CH2:62][C:57]3[CH:56]=[C:55]([CH3:54])[CH:60]=[C:59]([CH3:61])[CH:58]=3)[CH2:10][CH2:9]2)[CH2:3][CH2:4][CH2:5][CH2:6][CH2:7]1, predict the reactants needed to synthesize it. The reactants are: Cl.[CH:2]1([N:8]2[CH2:13][CH2:12][N:11]([CH:14]([C:17]3[CH:22]=[CH:21][C:20]([O:23][CH3:24])=[CH:19][CH:18]=3)[CH2:15][NH2:16])[CH2:10][CH2:9]2)[CH2:7][CH2:6][CH2:5][CH2:4][CH2:3]1.CN1CCOCC1.CN(C(ON1N=NC2C=CC=CC1=2)=[N+](C)C)C.[B-](F)(F)(F)F.[CH3:54][C:55]1[CH:56]=[C:57]([CH2:62][C:63](O)=[O:64])[CH:58]=[C:59]([CH3:61])[CH:60]=1. (5) Given the product [Br:3][C:4]1[CH:5]=[C:6]([C:13]([NH:18][CH2:19][C:20]2[C:21](=[O:28])[NH:22][C:23]([CH3:27])=[CH:24][C:25]=2[CH3:26])=[O:15])[C:7]2[CH:12]=[N:11][NH:10][C:8]=2[N:9]=1, predict the reactants needed to synthesize it. The reactants are: [OH-].[Na+].[Br:3][C:4]1[CH:5]=[C:6]([C:13]([O:15]CC)=O)[C:7]2[CH:12]=[N:11][NH:10][C:8]=2[N:9]=1.[NH2:18][CH2:19][C:20]1[C:21](=[O:28])[NH:22][C:23]([CH3:27])=[CH:24][C:25]=1[CH3:26].